From a dataset of Peptide-MHC class I binding affinity with 185,985 pairs from IEDB/IMGT. Regression. Given a peptide amino acid sequence and an MHC pseudo amino acid sequence, predict their binding affinity value. This is MHC class I binding data. (1) The peptide sequence is YSQVNKRYI. The MHC is H-2-Db with pseudo-sequence H-2-Db. The binding affinity (normalized) is 0.680. (2) The peptide sequence is LYDSQGLPEELP. The MHC is HLA-A02:06 with pseudo-sequence HLA-A02:06. The binding affinity (normalized) is 0. (3) The peptide sequence is CAMFWYHYI. The MHC is HLA-C07:01 with pseudo-sequence HLA-C07:01. The binding affinity (normalized) is 0.340. (4) The peptide sequence is HLLCQAFSV. The MHC is HLA-B51:01 with pseudo-sequence HLA-B51:01. The binding affinity (normalized) is 0.0847. (5) The peptide sequence is RRHGMAWRQ. The MHC is HLA-B27:05 with pseudo-sequence HLA-B27:05. The binding affinity (normalized) is 0.504. (6) The peptide sequence is KGAVDLSHFL. The MHC is HLA-B18:01 with pseudo-sequence HLA-B18:01. The binding affinity (normalized) is 0.144. (7) The peptide sequence is SDYLELDTI. The MHC is HLA-A30:02 with pseudo-sequence HLA-A30:02. The binding affinity (normalized) is 0.333. (8) The peptide sequence is KCYGVSATK. The MHC is HLA-B08:01 with pseudo-sequence HLA-B08:01. The binding affinity (normalized) is 0.0847. (9) The peptide sequence is REPVDQKQF. The MHC is HLA-B44:03 with pseudo-sequence HLA-B44:03. The binding affinity (normalized) is 0.170. (10) The peptide sequence is MVKPKGKVV. The MHC is HLA-B08:01 with pseudo-sequence HLA-B08:01. The binding affinity (normalized) is 0.649.